This data is from Reaction yield outcomes from USPTO patents with 853,638 reactions. The task is: Predict the reaction yield, written as a fraction of the theoretical maximum amount of product (1.0 means a 100% yield; for example, 0.34 means a 34% yield). (1) The reactants are [CH3:1][C@H:2]1[CH2:7][N:6]([CH:8]2[CH2:11][O:10][CH2:9]2)[C@H:5]([CH3:12])[CH2:4][N:3]1[C:13]1[CH:14]=[CH:15][C:16]([NH:19][C:20]2[C:25](=[O:26])[N:24]([CH3:27])[CH:23]=[C:22]([C:28]3[C:33]([CH:34]=[O:35])=[C:32]([N:36]4[CH:48]=[CH:47][N:39]5[C:40]6[CH2:41][CH2:42][CH2:43][CH2:44][C:45]=6[CH:46]=[C:38]5[C:37]4=[O:49])[N:31]=[CH:30][CH:29]=3)[CH:21]=2)=[N:17][CH:18]=1.[BH4-].[Na+]. The catalyst is CO. The product is [CH3:1][C@H:2]1[CH2:7][N:6]([CH:8]2[CH2:11][O:10][CH2:9]2)[C@H:5]([CH3:12])[CH2:4][N:3]1[C:13]1[CH:14]=[CH:15][C:16]([NH:19][C:20]2[C:25](=[O:26])[N:24]([CH3:27])[CH:23]=[C:22]([C:28]3[CH:29]=[CH:30][N:31]=[C:32]([N:36]4[CH:48]=[CH:47][N:39]5[C:40]6[CH2:41][CH2:42][CH2:43][CH2:44][C:45]=6[CH:46]=[C:38]5[C:37]4=[O:49])[C:33]=3[CH2:34][OH:35])[CH:21]=2)=[N:17][CH:18]=1. The yield is 0.550. (2) The reactants are [F:1][C:2]1[CH:7]=[CH:6][CH:5]=[CH:4][C:3]=1[C:8]1[CH:13]=[CH:12][C:11]([C:14]([O:16]C)=[O:15])=[CH:10][C:9]=1[CH2:18][O:19][CH3:20].CO.O.O.[OH-].[Li+]. The catalyst is C1COCC1. The product is [F:1][C:2]1[CH:7]=[CH:6][CH:5]=[CH:4][C:3]=1[C:8]1[CH:13]=[CH:12][C:11]([C:14]([OH:16])=[O:15])=[CH:10][C:9]=1[CH2:18][O:19][CH3:20]. The yield is 0.920. (3) The reactants are [F:1][C:2]1[CH:7]=[CH:6][C:5]([C:8]([F:11])([F:10])[F:9])=[CH:4][CH:3]=1.CC(O)C.C(=O)=O.C([Li])CCC.[C:24]([O:28][C:29]([N:31]1[CH2:36][CH2:35][CH:34]([C:37](=[O:42])N(OC)C)[CH2:33][CH2:32]1)=[O:30])([CH3:27])([CH3:26])[CH3:25]. The catalyst is C1COCC1.CCCCCC. The product is [C:24]([O:28][C:29]([N:31]1[CH2:36][CH2:35][CH:34]([C:37](=[O:42])[C:7]2[CH:6]=[C:5]([C:8]([F:9])([F:10])[F:11])[CH:4]=[CH:3][C:2]=2[F:1])[CH2:33][CH2:32]1)=[O:30])([CH3:27])([CH3:26])[CH3:25]. The yield is 0.480. (4) The reactants are [F:1][C:2]1[CH:24]=[C:23]([F:25])[CH:22]=[CH:21][C:3]=1[CH2:4][N:5]1[C:9]([CH2:10][CH2:11][C:12](OCC)=[O:13])=[CH:8][C:7]([O:17][CH2:18][CH2:19][CH3:20])=[N:6]1.[H-].C([Al+]CC(C)C)C(C)C.[Cl-].[NH4+]. The catalyst is O1CCCC1.C1(C)C=CC=CC=1. The product is [F:1][C:2]1[CH:24]=[C:23]([F:25])[CH:22]=[CH:21][C:3]=1[CH2:4][N:5]1[C:9]([CH2:10][CH2:11][CH2:12][OH:13])=[CH:8][C:7]([O:17][CH2:18][CH2:19][CH3:20])=[N:6]1. The yield is 0.810. (5) The yield is 0.700. The reactants are C(OC1N=NC(C#CC2C=CC(C(F)(F)F)=CN=2)=CC=1OCC1C=CC=CC=1)C1C=CC=CC=1.[CH2:35]([O:42][C:43]1[N:44]=[N:45][C:46]([C:57]#[CH:58])=[CH:47][C:48]=1[O:49][CH2:50][C:51]1[CH:56]=[CH:55][CH:54]=[CH:53][CH:52]=1)[C:36]1[CH:41]=[CH:40][CH:39]=[CH:38][CH:37]=1.[Cl:59][C:60]1[CH:65]=[CH:64][C:63](I)=[CH:62][CH:61]=1. The product is [CH2:35]([O:42][C:43]1[N:44]=[N:45][C:46]([C:57]#[C:58][C:63]2[CH:64]=[CH:65][C:60]([Cl:59])=[CH:61][CH:62]=2)=[CH:47][C:48]=1[O:49][CH2:50][C:51]1[CH:56]=[CH:55][CH:54]=[CH:53][CH:52]=1)[C:36]1[CH:37]=[CH:38][CH:39]=[CH:40][CH:41]=1. No catalyst specified.